From a dataset of Forward reaction prediction with 1.9M reactions from USPTO patents (1976-2016). Predict the product of the given reaction. (1) Given the reactants [NH2:1][C:2]1[CH:11]=[C:10]([C:12]2[CH:17]=[CH:16][CH:15]=[C:14]([Cl:18])[CH:13]=2)[C:9]2[C:4](=[CH:5][CH:6]=[C:7]([C:19]([C:27]3[CH:32]=[CH:31][C:30]([Cl:33])=[CH:29][CH:28]=3)([C:21]3[N:25]([CH3:26])[CH:24]=[N:23][CH:22]=3)[OH:20])[CH:8]=2)[N:3]=1.[O:34]1[CH:38]=[CH:37][CH:36]=[C:35]1[C:39](Cl)=[O:40], predict the reaction product. The product is: [Cl:18][C:14]1[CH:13]=[C:12]([C:10]2[C:9]3[C:4](=[CH:5][CH:6]=[C:7]([C:19]([C:27]4[CH:28]=[CH:29][C:30]([Cl:33])=[CH:31][CH:32]=4)([OH:20])[C:21]4[N:25]([CH3:26])[CH:24]=[N:23][CH:22]=4)[CH:8]=3)[N:3]=[C:2]([NH:1][C:39]([C:35]3[O:34][CH:38]=[CH:37][CH:36]=3)=[O:40])[CH:11]=2)[CH:17]=[CH:16][CH:15]=1. (2) The product is: [C:36]([C:35]1[CH:34]=[C:33]([CH2:32][CH2:31][CH:30]([NH:29][S:17]([C:12]2[C:11]3[CH:10]=[CH:9][NH:8][C:16]=3[CH:15]=[CH:14][CH:13]=2)(=[O:18])=[O:19])[C:41]([N:43]2[CH2:44][CH2:45][CH:46]([CH3:49])[CH2:47][CH2:48]2)=[O:42])[CH:40]=[CH:39][CH:38]=1)#[N:37]. Given the reactants C(OC([N:8]1[C:16]2[CH:15]=[CH:14][CH:13]=[C:12]([S:17]([OH:19])=[O:18])[C:11]=2[CH:10]=[CH:9]1)=O)(C)(C)C.[Li].C1C(=O)N(Cl)C(=O)C1.[NH2:29][CH:30]([C:41]([N:43]1[CH2:48][CH2:47][CH:46]([CH3:49])[CH2:45][CH2:44]1)=[O:42])[CH2:31][CH2:32][C:33]1[CH:34]=[C:35]([CH:38]=[CH:39][CH:40]=1)[C:36]#[N:37].[O-]S([O-])=O.[Na+].[Na+], predict the reaction product. (3) Given the reactants Cl.[Cl:2][C:3]1[CH:16]=[CH:15][C:6]([CH:7]([NH2:14])[C:8]2[CH:13]=[CH:12][CH:11]=[CH:10][CH:9]=2)=[CH:5][CH:4]=1.[C:17](O)(=[O:28])[CH2:18][NH:19][C:20]([C:22]1[CH:27]=[CH:26][CH:25]=[CH:24][CH:23]=1)=[O:21], predict the reaction product. The product is: [Cl:2][C:3]1[CH:4]=[CH:5][C:6]([CH:7]([NH:14][C:17]([CH2:18][NH:19][C:20](=[O:21])[C:22]2[CH:27]=[CH:26][CH:25]=[CH:24][CH:23]=2)=[O:28])[C:8]2[CH:13]=[CH:12][CH:11]=[CH:10][CH:9]=2)=[CH:15][CH:16]=1. (4) Given the reactants C(=O)([O-])O.[Na+].Cl.[NH2:7][OH:8].[F:9][CH:10]([F:19])[C:11]1[N:16]=[CH:15][N:14]=[C:13]([C:17]#[N:18])[CH:12]=1, predict the reaction product. The product is: [F:19][CH:10]([F:9])[C:11]1[N:16]=[CH:15][N:14]=[C:13]([C:17](=[N:7][OH:8])[NH2:18])[CH:12]=1. (5) Given the reactants [CH3:1][C:2]1[C:3]([CH2:11][NH2:12])=[C:4]2[C:8](=[CH:9][CH:10]=1)[NH:7][CH:6]=[CH:5]2.Cl[C:14]1[N:19]=[C:18]([NH:20][C:21]2[NH:25][N:24]=[C:23]([CH:26]3[CH2:28][CH2:27]3)[CH:22]=2)[CH:17]=[CH:16][N:15]=1.CCN(C(C)C)C(C)C, predict the reaction product. The product is: [CH:26]1([C:23]2[NH:24][N:25]=[C:21]([NH:20][C:18]3[CH:17]=[CH:16][N:15]=[C:14]([NH:12][CH2:11][C:3]4[C:2]([CH3:1])=[CH:10][CH:9]=[C:8]5[C:4]=4[CH:5]=[CH:6][NH:7]5)[N:19]=3)[CH:22]=2)[CH2:28][CH2:27]1. (6) Given the reactants [CH3:1][O:2][CH:3]([O:19][CH3:20])[CH:4]1[CH2:8][S:7][C:6]([C:9]2[S:10][C:11]3[CH:17]=[C:16]([OH:18])[CH:15]=[CH:14][C:12]=3[N:13]=2)=[N:5]1.[Br:21][CH2:22]CO.Cl.C([O-])(=O)C.C([NH+](CC)CC)C, predict the reaction product. The product is: [Br:21][CH2:22][CH2:20][O:19][CH:3]([O:2][CH3:1])[CH:4]1[CH2:8][S:7][C:6]([C:9]2[S:10][C:11]3[CH:17]=[C:16]([OH:18])[CH:15]=[CH:14][C:12]=3[N:13]=2)=[N:5]1. (7) Given the reactants C(OC(=O)CO[C:7]1[CH:12]=[C:11]([CH:13]2[O:18][CH2:17][CH2:16][CH2:15][O:14]2)[CH:10]=[CH:9][C:8]=1[N+:19]([O-])=O)C.[Cl-].[Ca+2].[Cl-], predict the reaction product. The product is: [O:18]1[CH2:17][CH2:16][CH2:15][O:14][CH:13]1[C:11]1[CH:12]=[C:7]2[C:8](=[CH:9][CH:10]=1)[NH:19][C:13](=[O:14])[CH2:11][CH2:10]2. (8) Given the reactants [C:1]([C:4]1[CH:5]=[N:6][C:7]2[C:12]([C:13]=1[NH:14][C@H:15]1[CH2:20][CH2:19][C@H:18]([NH:21]C(=O)OC(C)(C)C)[CH2:17][CH2:16]1)=[CH:11][C:10]([C:29]1[CH:34]=[C:33]([F:35])[C:32]([OH:36])=[C:31]([Cl:37])[CH:30]=1)=[CH:9][CH:8]=2)(=[O:3])[CH3:2].O.Cl, predict the reaction product. The product is: [NH2:21][C@H:18]1[CH2:19][CH2:20][C@H:15]([NH:14][C:13]2[C:12]3[C:7](=[CH:8][CH:9]=[C:10]([C:29]4[CH:34]=[C:33]([F:35])[C:32]([OH:36])=[C:31]([Cl:37])[CH:30]=4)[CH:11]=3)[N:6]=[CH:5][C:4]=2[C:1](=[O:3])[CH3:2])[CH2:16][CH2:17]1.